This data is from Human liver microsome stability data. The task is: Regression/Classification. Given a drug SMILES string, predict its absorption, distribution, metabolism, or excretion properties. Task type varies by dataset: regression for continuous measurements (e.g., permeability, clearance, half-life) or binary classification for categorical outcomes (e.g., BBB penetration, CYP inhibition). Dataset: hlm. (1) The drug is Cc1nc(C(=O)N2CC(F)CC[C@H]2CNC(=O)c2cccc3occc23)c(-c2ccccc2)s1. The result is 0 (unstable in human liver microsomes). (2) The molecule is Cn1c(-c2ccccn2)c(C2CCCCC2)c2ccc(C(=O)NC(C)(C)C(=O)Nc3ccc(NC(=O)C(N)=O)cc3)cc21. The result is 1 (stable in human liver microsomes). (3) The compound is NC(=O)c1cccc([C@H]2C[C@H]3CC[C@@H](C2)N3CCN(CCc2ccccc2)C(=O)CO)c1. The result is 0 (unstable in human liver microsomes).